Dataset: Full USPTO retrosynthesis dataset with 1.9M reactions from patents (1976-2016). Task: Predict the reactants needed to synthesize the given product. (1) Given the product [Cl:1][C:2]1[CH:7]=[C:6]([O:14][CH2:13][C:12]([F:16])([F:15])[F:11])[CH:5]=[CH:4][N:3]=1, predict the reactants needed to synthesize it. The reactants are: [Cl:1][C:2]1[CH:7]=[C:6]([N+]([O-])=O)[CH:5]=[CH:4][N:3]=1.[F:11][C:12]([F:16])([F:15])[CH2:13][OH:14].CC(C)([O-])C.[K+]. (2) Given the product [CH2:30]([O:29][C:27](=[O:28])[CH2:26][N:25]([C:21]([CH3:24])([CH3:23])[CH3:22])[C:12]([C:10]1[CH:9]=[CH:8][C:7]([N:15]2[CH2:18][C:17]([F:20])([F:19])[CH2:16]2)=[C:6]([O:5][CH2:4][CH:1]2[CH2:2][CH2:3]2)[N:11]=1)=[O:14])[CH3:31], predict the reactants needed to synthesize it. The reactants are: [CH:1]1([CH2:4][O:5][C:6]2[N:11]=[C:10]([C:12]([OH:14])=O)[CH:9]=[CH:8][C:7]=2[N:15]2[CH2:18][C:17]([F:20])([F:19])[CH2:16]2)[CH2:3][CH2:2]1.[C:21]([NH:25][CH2:26][C:27]([O:29][CH2:30][CH3:31])=[O:28])([CH3:24])([CH3:23])[CH3:22].CN(C(ON1N=NC2C=CC=CC1=2)=[N+](C)C)C.[B-](F)(F)(F)F.CCN(C(C)C)C(C)C. (3) Given the product [C:6]([O:10][C:11]([N:13]1[CH2:17][C@H:16]([S:39][C:33]2[CH:34]=[CH:35][C:36]([Cl:38])=[CH:37][C:32]=2[Cl:31])[CH2:15][C@H:14]1[C:23](=[O:30])[NH:24][C:25]1([C:28]#[N:29])[CH2:27][CH2:26]1)=[O:12])([CH3:8])([CH3:9])[CH3:7], predict the reactants needed to synthesize it. The reactants are: S([O-])(=O)(=O)C.[C:6]([O:10][C:11]([N:13]1[CH2:17][C@@H:16](OS(C)(=O)=O)[CH2:15][C@H:14]1[C:23](=[O:30])[NH:24][C:25]1([C:28]#[N:29])[CH2:27][CH2:26]1)=[O:12])([CH3:9])([CH3:8])[CH3:7].[Cl:31][C:32]1[CH:37]=[C:36]([Cl:38])[CH:35]=[CH:34][C:33]=1[SH:39]. (4) Given the product [CH3:9][O:8][C:5]1[CH:4]=[CH:3][C:2]([C:15]2[CH:16]=[CH:17][C:12]([O:11][CH3:10])=[CH:13][CH:14]=2)=[CH:7][N:6]=1, predict the reactants needed to synthesize it. The reactants are: Br[C:2]1[CH:3]=[CH:4][C:5]([O:8][CH3:9])=[N:6][CH:7]=1.[CH3:10][O:11][C:12]1[CH:17]=[CH:16][C:15](B(O)O)=[CH:14][CH:13]=1. (5) Given the product [OH:17][CH2:18][CH2:19][O:20][CH2:21][CH2:22][O:23][C:24]1[CH:25]=[CH:26][C:27]([C:30]([CH2:31][CH3:32])=[C:8]([C:10]2[CH:15]=[CH:14][C:13]([OH:16])=[CH:12][CH:11]=2)[C:5]2[CH:6]=[CH:7][C:2]([OH:1])=[CH:3][CH:4]=2)=[CH:28][CH:29]=1, predict the reactants needed to synthesize it. The reactants are: [OH:1][C:2]1[CH:7]=[CH:6][C:5]([C:8]([C:10]2[CH:15]=[CH:14][C:13]([OH:16])=[CH:12][CH:11]=2)=O)=[CH:4][CH:3]=1.[OH:17][CH2:18][CH2:19][O:20][CH2:21][CH2:22][O:23][C:24]1[CH:29]=[CH:28][C:27]([C:30](=O)[CH2:31][CH3:32])=[CH:26][CH:25]=1. (6) Given the product [OH:9][CH2:8][C@H:3]1[N:2]([CH3:1])[C:6](=[O:7])[CH2:5][CH2:4]1, predict the reactants needed to synthesize it. The reactants are: [CH3:1][N:2]1[C:6](=[O:7])[CH2:5][CH2:4][C@H:3]1[C:8](OC)=[O:9].[H-].[Al+3].[Li+].[H-].[H-].[H-]. (7) Given the product [Cl:17][C:18]1[CH:23]=[CH:22][C:21]([O:27][CH3:28])=[C:20]([C:2]2[N:7]=[C:6]([NH2:8])[N:5]=[C:4]([NH:9][C:10]3[CH:15]=[CH:14][C:13]([CH3:16])=[CH:12][CH:11]=3)[CH:3]=2)[CH:19]=1, predict the reactants needed to synthesize it. The reactants are: Cl[C:2]1[N:7]=[C:6]([NH2:8])[N:5]=[C:4]([NH:9][C:10]2[CH:15]=[CH:14][C:13]([CH3:16])=[CH:12][CH:11]=2)[CH:3]=1.[Cl:17][C:18]1[CH:19]=[CH:20][C:21]([O:27][CH3:28])=[C:22](B(O)O)[CH:23]=1.C1(P(C2C=CC=CC=2)C2C=CC=CC=2)C=CC=CC=1.C(=O)([O-])[O-].[Na+].[Na+].